This data is from Full USPTO retrosynthesis dataset with 1.9M reactions from patents (1976-2016). The task is: Predict the reactants needed to synthesize the given product. (1) The reactants are: [NH2:1][C:2]1[CH:10]=[CH:9][C:5]([C:6]([OH:8])=O)=[CH:4][N:3]=1.[CH3:11][N:12]1[CH2:17][CH2:16][NH:15][CH2:14][CH2:13]1. Given the product [NH2:1][C:2]1[N:3]=[CH:4][C:5]([C:6]([N:15]2[CH2:16][CH2:17][N:12]([CH3:11])[CH2:13][CH2:14]2)=[O:8])=[CH:9][CH:10]=1, predict the reactants needed to synthesize it. (2) The reactants are: [ClH:1].C([O:9][C:10]1[CH:11]=[C:12]2[C:17](=[CH:18][CH:19]=1)[N:16]=[C:15]([O:20][CH:21]1[CH2:26][C:25]([CH3:28])([CH3:27])[NH:24][C:23]([CH3:30])([CH3:29])[CH2:22]1)[CH:14]=[CH:13]2)C1C=CC=CC=1. Given the product [ClH:1].[CH3:27][C:25]1([CH3:28])[CH2:26][CH:21]([O:20][C:15]2[CH:14]=[CH:13][C:12]3[C:17](=[CH:18][CH:19]=[C:10]([OH:9])[CH:11]=3)[N:16]=2)[CH2:22][C:23]([CH3:30])([CH3:29])[NH:24]1, predict the reactants needed to synthesize it.